This data is from Peptide-MHC class II binding affinity with 134,281 pairs from IEDB. The task is: Regression. Given a peptide amino acid sequence and an MHC pseudo amino acid sequence, predict their binding affinity value. This is MHC class II binding data. (1) The peptide sequence is GIQYLAGLSTLPGNPAIASL. The MHC is DRB1_0101 with pseudo-sequence DRB1_0101. The binding affinity (normalized) is 1.00. (2) The peptide sequence is SCFEIKCTKPEACSG. The MHC is DRB1_1101 with pseudo-sequence DRB1_1101. The binding affinity (normalized) is 0.606. (3) The peptide sequence is RPGPSRGVQGFIFFF. The MHC is DRB1_1101 with pseudo-sequence DRB1_1101. The binding affinity (normalized) is 0.438. (4) The peptide sequence is SNLLRAIEAQQHLLQLTVWGIKQL. The MHC is HLA-DPA10301-DPB10402 with pseudo-sequence HLA-DPA10301-DPB10402. The binding affinity (normalized) is 0.786. (5) The peptide sequence is LMLLALIAVLTGGAT. The MHC is DRB1_0101 with pseudo-sequence DRB1_0101. The binding affinity (normalized) is 0.350.